Dataset: Reaction yield outcomes from USPTO patents with 853,638 reactions. Task: Predict the reaction yield, written as a fraction of the theoretical maximum amount of product (1.0 means a 100% yield; for example, 0.34 means a 34% yield). The reactants are [OH:1][C:2]1[CH:17]=[CH:16][C:5]([O:6][C:7]2[CH:12]=[CH:11][C:10]([C:13](=O)[CH3:14])=[CH:9][CH:8]=2)=[CH:4][CH:3]=1.[NH2:18][C:19]([NH2:21])=[S:20].II. The catalyst is CCO. The product is [NH2:21][C:19]1[S:20][CH:14]=[C:13]([C:10]2[CH:11]=[CH:12][C:7]([O:6][C:5]3[CH:16]=[CH:17][C:2]([OH:1])=[CH:3][CH:4]=3)=[CH:8][CH:9]=2)[N:18]=1. The yield is 0.280.